This data is from Forward reaction prediction with 1.9M reactions from USPTO patents (1976-2016). The task is: Predict the product of the given reaction. (1) Given the reactants [Br:1][C:2]1[CH:7]=[C:6]([OH:8])[C:5](O)=[C:4]([F:10])[CH:3]=1.[CH2:11](I)[CH3:12].[C:14](=[O:17])([O-])[O-].[K+].[K+].O.[CH3:21]N(C)C=O, predict the reaction product. The product is: [Br:1][C:2]1[CH:3]=[C:4]([F:10])[C:5]([O:17][CH2:14][CH3:21])=[C:6]([O:8][CH2:11][CH3:12])[CH:7]=1. (2) Given the reactants [CH3:1][C:2]1[CH:7]=[CH:6][CH:5]=[C:4]([N+:8]([O-:10])=[O:9])[C:3]=1[S:11]([OH:14])(=O)=[O:12].O=S(Cl)[Cl:17], predict the reaction product. The product is: [CH3:1][C:2]1[CH:7]=[CH:6][CH:5]=[C:4]([N+:8]([O-:10])=[O:9])[C:3]=1[S:11]([Cl:17])(=[O:14])=[O:12].